This data is from Peptide-MHC class I binding affinity with 185,985 pairs from IEDB/IMGT. The task is: Regression. Given a peptide amino acid sequence and an MHC pseudo amino acid sequence, predict their binding affinity value. This is MHC class I binding data. (1) The peptide sequence is YLAGWGFVV. The MHC is HLA-A02:01 with pseudo-sequence HLA-A02:01. The binding affinity (normalized) is 1.00. (2) The peptide sequence is YITDYSNDI. The MHC is HLA-A02:19 with pseudo-sequence HLA-A02:19. The binding affinity (normalized) is 0.0847. (3) The peptide sequence is DPSMLRTTA. The MHC is HLA-A11:01 with pseudo-sequence HLA-A11:01. The binding affinity (normalized) is 0.0847. (4) The peptide sequence is ALWMRLLPLL. The MHC is HLA-A02:01 with pseudo-sequence HLA-A02:01. The binding affinity (normalized) is 0.367.